Predict which catalyst facilitates the given reaction. From a dataset of Catalyst prediction with 721,799 reactions and 888 catalyst types from USPTO. (1) Reactant: [CH3:1][S:2]([O:5][C:6]1[C:14]([O:15][CH3:16])=[CH:13][C:12]([C:17]2[N:18]([C:28]([O:30][C:31]([CH3:34])([CH3:33])[CH3:32])=[O:29])[C:19]3[C:24]([CH:25]=2)=[CH:23][C:22]([CH:26]=O)=[CH:21][CH:20]=3)=[C:11]2[C:7]=1[CH2:8][NH:9][C:10]2=[O:35])(=[O:4])=[O:3].[NH2:36][CH2:37][CH2:38][C:39]1[CH:44]=[CH:43][CH:42]=[CH:41][N:40]=1.C(O)(=O)C.C(O[BH-](OC(=O)C)OC(=O)C)(=O)C.[Na+]. Product: [CH3:1][S:2]([O:5][C:6]1[C:14]([O:15][CH3:16])=[CH:13][C:12]([C:17]2[N:18]([C:28]([O:30][C:31]([CH3:33])([CH3:32])[CH3:34])=[O:29])[C:19]3[C:24]([CH:25]=2)=[CH:23][C:22]([CH2:26][NH:36][CH2:37][CH2:38][C:39]2[CH:44]=[CH:43][CH:42]=[CH:41][N:40]=2)=[CH:21][CH:20]=3)=[C:11]2[C:7]=1[CH2:8][NH:9][C:10]2=[O:35])(=[O:3])=[O:4]. The catalyst class is: 10. (2) Reactant: Br[C:2]1[N:3]([CH3:27])[C:4]2[C:9]([N:10]=1)=[C:8]([N:11]1[CH2:16][CH2:15][CH:14]([N:17]3[C:21]4[CH:22]=[CH:23][CH:24]=[CH:25][C:20]=4[NH:19][C:18]3=[O:26])[CH2:13][CH2:12]1)[N:7]=[CH:6][N:5]=2.[NH:28]1[CH:32]=[CH:31][N:30]=[CH:29]1.C(N(C(C)C)CC)(C)C.[H-].[Na+]. Product: [N:28]1([C:2]2[N:3]([CH3:27])[C:4]3[C:9]([N:10]=2)=[C:8]([N:11]2[CH2:12][CH2:13][CH:14]([N:17]4[C:21]5[CH:22]=[CH:23][CH:24]=[CH:25][C:20]=5[NH:19][C:18]4=[O:26])[CH2:15][CH2:16]2)[N:7]=[CH:6][N:5]=3)[CH:32]=[CH:31][N:30]=[CH:29]1. The catalyst class is: 8. (3) Reactant: [F:1][C:2]1[CH:10]=[C:9]([C:11](=[NH:14])[NH:12][OH:13])[CH:8]=[CH:7][C:3]=1[C:4]([OH:6])=[O:5].[C:15](O[C:15]([C:17]([F:20])([F:19])[F:18])=O)([C:17]([F:20])([F:19])[F:18])=O. Product: [F:1][C:2]1[CH:10]=[C:9]([C:11]2[N:14]=[C:15]([C:17]([F:20])([F:19])[F:18])[O:13][N:12]=2)[CH:8]=[CH:7][C:3]=1[C:4]([OH:6])=[O:5]. The catalyst class is: 1. (4) Reactant: [Cl:1][C:2]1[N:3]([CH3:16])[C:4]([C:10]2[N:14]([CH3:15])[N:13]=[CH:12][CH:11]=2)=[CH:5][C:6]=1[C:7]([OH:9])=O.[NH2:17][C@@H:18]([CH2:31][C:32]1[CH:37]=[CH:36][CH:35]=[CH:34][C:33]=1[C:38]([F:41])([F:40])[F:39])[CH2:19][N:20]1[C:28](=[O:29])[C:27]2[C:22](=[CH:23][CH:24]=[CH:25][CH:26]=2)[C:21]1=[O:30].C(N(CC)C(C)C)(C)C.F[P-](F)(F)(F)(F)F.Br[P+](N1CCCC1)(N1CCCC1)N1CCCC1. Product: [Cl:1][C:2]1[N:3]([CH3:16])[C:4]([C:10]2[N:14]([CH3:15])[N:13]=[CH:12][CH:11]=2)=[CH:5][C:6]=1[C:7]([NH:17][C@@H:18]([CH2:31][C:32]1[CH:37]=[CH:36][CH:35]=[CH:34][C:33]=1[C:38]([F:41])([F:39])[F:40])[CH2:19][N:20]1[C:28](=[O:29])[C:27]2[C:22](=[CH:23][CH:24]=[CH:25][CH:26]=2)[C:21]1=[O:30])=[O:9]. The catalyst class is: 4. (5) Reactant: [OH:1][C@@H:2]1[CH2:10][C:9]2[C:4](=[CH:5][CH:6]=[CH:7][CH:8]=2)[C@@H:3]1[NH2:11].C(N(CC)CC)C.[C:19](Cl)(=[O:28])[CH2:20][CH2:21][C:22]1[CH:27]=[CH:26][CH:25]=[CH:24][CH:23]=1. Product: [OH:1][C@@H:2]1[CH2:10][C:9]2[C:4](=[CH:5][CH:6]=[CH:7][CH:8]=2)[C@@H:3]1[NH:11][C:19](=[O:28])[CH2:20][CH2:21][C:22]1[CH:27]=[CH:26][CH:25]=[CH:24][CH:23]=1. The catalyst class is: 2.